From a dataset of Reaction yield outcomes from USPTO patents with 853,638 reactions. Predict the reaction yield, written as a fraction of the theoretical maximum amount of product (1.0 means a 100% yield; for example, 0.34 means a 34% yield). The reactants are C(Cl)Cl.[Cl:4][C:5]1[C:6]([CH:16]([S:25][C:26]2[CH:31]=[CH:30][C:29]([Cl:32])=[CH:28][CH:27]=2)[C:17]2[CH:22]=[C:21]([F:23])[CH:20]=[CH:19][C:18]=2[F:24])=[CH:7][C:8]([NH:11][S:12]([CH3:15])(=[O:14])=[O:13])=[N:9][CH:10]=1.ClC1C=CC=C(C(OO)=[O:41])C=1.S([O-])([O-])(=O)=S.[Na+].[Na+]. The catalyst is CCOCC.CCCCCC. The product is [Cl:4][C:5]1[C:6]([CH:16]([S:25]([C:26]2[CH:31]=[CH:30][C:29]([Cl:32])=[CH:28][CH:27]=2)=[O:41])[C:17]2[CH:22]=[C:21]([F:23])[CH:20]=[CH:19][C:18]=2[F:24])=[CH:7][C:8]([NH:11][S:12]([CH3:15])(=[O:13])=[O:14])=[N:9][CH:10]=1. The yield is 0.820.